Dataset: Reaction yield outcomes from USPTO patents with 853,638 reactions. Task: Predict the reaction yield, written as a fraction of the theoretical maximum amount of product (1.0 means a 100% yield; for example, 0.34 means a 34% yield). (1) The reactants are [CH3:1][O:2][C:3](=[O:34])[C@H:4]([NH:23][C:24]([O:26][CH2:27][C:28]1[CH:33]=[CH:32][CH:31]=[CH:30][CH:29]=1)=[O:25])[CH2:5][C:6]1[CH:11]=[C:10]([CH3:12])[C:9]([NH:13][C:14]([O:16][C:17]([CH3:20])([CH3:19])[CH3:18])=[O:15])=[CH:8][C:7]=1[CH2:21]O.C(N(CC)CC)C.CS([Cl:46])(=O)=O. The catalyst is ClCCl. The product is [CH3:1][O:2][C:3](=[O:34])[C@H:4]([NH:23][C:24]([O:26][CH2:27][C:28]1[CH:33]=[CH:32][CH:31]=[CH:30][CH:29]=1)=[O:25])[CH2:5][C:6]1[CH:11]=[C:10]([CH3:12])[C:9]([NH:13][C:14]([O:16][C:17]([CH3:20])([CH3:19])[CH3:18])=[O:15])=[CH:8][C:7]=1[CH2:21][Cl:46]. The yield is 0.910. (2) The reactants are [F:1][C:2]1[N:7]=[CH:6][C:5]([OH:8])=[CH:4][CH:3]=1.[CH3:9][O:10][CH2:11][CH2:12]Br.C(=O)([O-])[O-].[K+].[K+].CN(C=O)C. The catalyst is O. The product is [F:1][C:2]1[CH:3]=[CH:4][C:5]([O:8][CH2:12][CH2:11][O:10][CH3:9])=[CH:6][N:7]=1. The yield is 1.00. (3) The product is [CH2:12]1[C@H:21]2[C@H:16]([CH2:17][CH2:18][C:19]3[CH:25]=[CH:24][CH:23]=[CH:22][C:20]=32)[N:15]([C:5]([C:4]2[CH:8]=[CH:9][C:10]([CH3:11])=[C:2]([OH:1])[CH:3]=2)=[O:7])[CH2:14][CH2:13]1. No catalyst specified. The yield is 0.770. The reactants are [OH:1][C:2]1[CH:3]=[C:4]([CH:8]=[CH:9][C:10]=1[CH3:11])[C:5]([OH:7])=O.[CH2:12]1[C@H:21]2[C@H:16]([CH2:17][CH2:18][C:19]3[CH:25]=[CH:24][CH:23]=[CH:22][C:20]=32)[NH:15][CH2:14][CH2:13]1.F[P-](F)(F)(F)(F)F.N1(OC(N(C)C)=[N+](C)C)C2N=CC=CC=2N=N1. (4) The reactants are Cl.[F:2][C:3]1[CH:8]=[CH:7][C:6]([C:9]2[S:17][C:16]3[C:15]([N:18]4[CH2:23][CH2:22][NH:21][C@H:20]([CH3:24])[CH2:19]4)=[N:14][CH:13]=[N:12][C:11]=3[CH:10]=2)=[CH:5][CH:4]=1.[N:25]([C@H:28]([C:30]1[CH:35]=[CH:34][CH:33]=[C:32]([O:36][CH3:37])[CH:31]=1)[CH3:29])=[C:26]=[O:27].C(N(CC)CC)C. The catalyst is C(#N)C. The product is [F:2][C:3]1[CH:8]=[CH:7][C:6]([C:9]2[S:17][C:16]3[C:15]([N:18]4[CH2:23][CH2:22][N:21]([C:26]([NH:25][C@H:28]([C:30]5[CH:35]=[CH:34][CH:33]=[C:32]([O:36][CH3:37])[CH:31]=5)[CH3:29])=[O:27])[C@H:20]([CH3:24])[CH2:19]4)=[N:14][CH:13]=[N:12][C:11]=3[CH:10]=2)=[CH:5][CH:4]=1. The yield is 0.480. (5) The reactants are Br[C:2]1[CH:8]=[CH:7][C:5]([NH2:6])=[C:4]([CH2:9][CH3:10])[CH:3]=1.[CH3:11][PH:12](=[O:14])[CH3:13].P([O-])([O-])([O-])=O.[K+].[K+].[K+]. The catalyst is CN(C=O)C.C([O-])(=O)C.[Pd+2].C([O-])(=O)C.CC1(C)C2C(=C(P(C3C=CC=CC=3)C3C=CC=CC=3)C=CC=2)OC2C(P(C3C=CC=CC=3)C3C=CC=CC=3)=CC=CC1=2. The product is [CH3:11][P:12]([C:2]1[CH:8]=[CH:7][C:5]([NH2:6])=[C:4]([CH2:9][CH3:10])[CH:3]=1)([CH3:13])=[O:14]. The yield is 0.780. (6) The reactants are [F:1][C:2]1[CH:7]=[C:6]([S:8]([CH3:11])(=[O:10])=[O:9])[CH:5]=[CH:4][C:3]=1[NH:12][C@H:13]1[CH2:18][CH2:17][CH2:16][N:15]([CH:19]2[CH2:24][CH2:23][N:22](C(OC(C)(C)C)=O)[CH2:21][CH2:20]2)[C:14]1=[O:32].FC(F)(F)C(O)=O. The catalyst is C(Cl)Cl. The product is [F:1][C:2]1[CH:7]=[C:6]([S:8]([CH3:11])(=[O:10])=[O:9])[CH:5]=[CH:4][C:3]=1[NH:12][C@H:13]1[CH2:18][CH2:17][CH2:16][N:15]([CH:19]2[CH2:20][CH2:21][NH:22][CH2:23][CH2:24]2)[C:14]1=[O:32]. The yield is 0.580. (7) The reactants are [C:1]([O:5][C:6]([N:8]1[CH2:16][CH2:15][N:14]([C:17]([O:19][C:20]([CH3:23])([CH3:22])[CH3:21])=[O:18])[CH:13]2[CH:9]1[CH2:10][NH:11][CH2:12]2)=[O:7])([CH3:4])([CH3:3])[CH3:2].C=O.[C:26]([BH3-])#N.[Na+].C(O)(=O)C. The catalyst is C(#N)C. The product is [C:20]([O:19][C:17]([N:14]1[CH2:15][CH2:16][N:8]([C:6]([O:5][C:1]([CH3:4])([CH3:3])[CH3:2])=[O:7])[CH:9]2[CH:13]1[CH2:12][N:11]([CH3:26])[CH2:10]2)=[O:18])([CH3:23])([CH3:22])[CH3:21]. The yield is 0.960.